Dataset: NCI-60 drug combinations with 297,098 pairs across 59 cell lines. Task: Regression. Given two drug SMILES strings and cell line genomic features, predict the synergy score measuring deviation from expected non-interaction effect. (1) Drug 1: C1CCN(CC1)CCOC2=CC=C(C=C2)C(=O)C3=C(SC4=C3C=CC(=C4)O)C5=CC=C(C=C5)O. Drug 2: C1=CC(=C2C(=C1NCCNCCO)C(=O)C3=C(C=CC(=C3C2=O)O)O)NCCNCCO. Cell line: HCC-2998. Synergy scores: CSS=34.5, Synergy_ZIP=5.94, Synergy_Bliss=3.03, Synergy_Loewe=-29.4, Synergy_HSA=0.426. (2) Drug 1: CC1C(C(=O)NC(C(=O)N2CCCC2C(=O)N(CC(=O)N(C(C(=O)O1)C(C)C)C)C)C(C)C)NC(=O)C3=C4C(=C(C=C3)C)OC5=C(C(=O)C(=C(C5=N4)C(=O)NC6C(OC(=O)C(N(C(=O)CN(C(=O)C7CCCN7C(=O)C(NC6=O)C(C)C)C)C)C(C)C)C)N)C. Drug 2: CC1=CC=C(C=C1)C2=CC(=NN2C3=CC=C(C=C3)S(=O)(=O)N)C(F)(F)F. Cell line: A549. Synergy scores: CSS=40.0, Synergy_ZIP=-2.81, Synergy_Bliss=0.250, Synergy_Loewe=-23.6, Synergy_HSA=-1.51.